From a dataset of hERG Central: cardiac toxicity at 1µM, 10µM, and general inhibition. Predict hERG channel inhibition at various concentrations. (1) The molecule is CN1CCN(C2Cc3ccccc3Sc3ccc(Cl)cc32)CC1.O=C([O-])/C=C\C(=O)[O-]. Results: hERG_inhib (hERG inhibition (general)): blocker. (2) The drug is COc1ccc2cc(CN(C(=O)Nc3ccccc3)C3CCCC3)c(=O)[nH]c2c1. Results: hERG_inhib (hERG inhibition (general)): blocker. (3) The drug is COc1cc(Cl)c(CN2CCCC(CO)(Cc3ccccc3)C2)cc1OC. Results: hERG_inhib (hERG inhibition (general)): blocker. (4) The drug is CCN1CCN(c2ccc(S(=O)(=O)N3CCOCC3)cc2NC(=O)C(C)Oc2ccc(F)cc2)CC1. Results: hERG_inhib (hERG inhibition (general)): blocker. (5) The compound is Cc1nccn1CC(O)COc1ccc([N+](=O)[O-])cc1. Results: hERG_inhib (hERG inhibition (general)): blocker.